Predict the reactants needed to synthesize the given product. From a dataset of Full USPTO retrosynthesis dataset with 1.9M reactions from patents (1976-2016). (1) Given the product [CH3:25][O:26][C:27](=[O:36])[C:28]1[CH:33]=[CH:32][C:31]([NH:34][C:22]([NH:23][C:1](=[O:8])[C:2]2[CH:3]=[CH:4][CH:5]=[CH:6][CH:7]=2)=[S:21])=[CH:30][C:29]=1[Cl:35], predict the reactants needed to synthesize it. The reactants are: [C:1](SC#N)(=[O:8])[C:2]1[CH:7]=[CH:6][CH:5]=[CH:4][CH:3]=1.C(Cl)(=O)C1C=CC=CC=1.[S-:21][C:22]#[N:23].[NH4+].[CH3:25][O:26][C:27](=[O:36])[C:28]1[CH:33]=[CH:32][C:31]([NH2:34])=[CH:30][C:29]=1[Cl:35]. (2) Given the product [C:17]1([C:23]2[C:32]([C:33]([O:35][CH2:36][CH3:37])=[O:34])=[CH:31][C:30]3[CH2:29][CH2:28][CH2:27][NH:26][C:25]=3[N:24]=2)[CH:18]=[CH:19][CH:20]=[CH:21][CH:22]=1, predict the reactants needed to synthesize it. The reactants are: C1(C2C=CC3C(=NC=CC=3)N=2)C=CC=CC=1.[C:17]1([C:23]2[C:32]([C:33]([O:35][CH2:36][CH3:37])=[O:34])=[CH:31][C:30]3[C:25](=[N:26][CH:27]=[CH:28][CH:29]=3)[N:24]=2)[CH:22]=[CH:21][CH:20]=[CH:19][CH:18]=1. (3) Given the product [F:30][C:8]1[CH:7]=[C:6](/[CH:31]=[CH:32]/[C:33]([OH:35])=[O:34])[CH:5]=[C:4]([F:3])[C:9]=1[C@@H:10]1[C:15]2[NH:16][C:17]3[C:22]([C:14]=2[CH2:13][C@@H:12]([CH3:23])[N:11]1[CH2:24][C:25]([F:29])([CH3:28])[CH2:26][OH:27])=[CH:21][CH:20]=[CH:19][CH:18]=3, predict the reactants needed to synthesize it. The reactants are: [OH-].[Na+].[F:3][C:4]1[CH:5]=[C:6](/[CH:31]=[CH:32]/[C:33]([O:35]C)=[O:34])[CH:7]=[C:8]([F:30])[C:9]=1[C@@H:10]1[C:15]2[NH:16][C:17]3[C:22]([C:14]=2[CH2:13][C@@H:12]([CH3:23])[N:11]1[CH2:24][C:25]([F:29])([CH3:28])[CH2:26][OH:27])=[CH:21][CH:20]=[CH:19][CH:18]=3.CO.Cl. (4) Given the product [NH2:26][C:17]1[C:18]([NH:19][CH:20]2[CH2:24][CH2:23][CH:22]([OH:25])[CH2:21]2)=[C:13]2[CH:12]=[CH:11][N:10]([S:7]([C:1]3[CH:2]=[CH:3][CH:4]=[CH:5][CH:6]=3)(=[O:9])=[O:8])[C:14]2=[N:15][CH:16]=1, predict the reactants needed to synthesize it. The reactants are: [C:1]1([S:7]([N:10]2[C:14]3=[N:15][CH:16]=[C:17]([N+:26]([O-])=O)[C:18]([NH:19][CH:20]4[CH2:24][CH2:23][CH:22]([OH:25])[CH2:21]4)=[C:13]3[CH:12]=[CH:11]2)(=[O:9])=[O:8])[CH:6]=[CH:5][CH:4]=[CH:3][CH:2]=1. (5) Given the product [N+:1]([C:4]1[CH:5]=[N:6][C:7]([S:12]([CH3:23])(=[O:16])=[O:13])=[CH:8][CH:9]=1)([O-:3])=[O:2], predict the reactants needed to synthesize it. The reactants are: [N+:1]([C:4]1[CH:5]=[N:6][C:7](SC)=[CH:8][CH:9]=1)([O-:3])=[O:2].[S:12](=[O:16])(=O)(O)[OH:13].[Mn]([O-])(=O)(=O)=O.[K+].[CH3:23]C(C)=O. (6) Given the product [CH:11]1([N:14]2[C:22]3[C:17](=[CH:18][CH:19]=[C:20]([C:23]4[N:27]([C:28]5[CH:29]=[CH:30][C:31]([CH2:32][OH:33])=[CH:36][CH:37]=5)[N:26]=[CH:25][CH:24]=4)[CH:21]=3)[C:16]([CH2:38][CH3:39])=[N:15]2)[CH2:13][CH2:12]1, predict the reactants needed to synthesize it. The reactants are: [H-].C([Al+]CC(C)C)C(C)C.[CH:11]1([N:14]2[C:22]3[C:17](=[CH:18][CH:19]=[C:20]([C:23]4[N:27]([C:28]5[CH:37]=[CH:36][C:31]([C:32](OC)=[O:33])=[CH:30][CH:29]=5)[N:26]=[CH:25][CH:24]=4)[CH:21]=3)[C:16]([CH2:38][CH3:39])=[N:15]2)[CH2:13][CH2:12]1.CO.C(OCC)(=O)C.